From a dataset of Reaction yield outcomes from USPTO patents with 853,638 reactions. Predict the reaction yield, written as a fraction of the theoretical maximum amount of product (1.0 means a 100% yield; for example, 0.34 means a 34% yield). (1) The reactants are [CH2:1]1[CH2:5][C:4]2([CH2:12][C:10](=[O:11])[NH:9][C:7](=[O:8])[CH2:6]2)[CH2:3][CH2:2]1.C(=O)([O-])[O-].[K+].[K+].Cl[CH2:20][CH2:21][N:22]1[CH2:27][CH2:26][N:25]([C:28]2[CH:33]=[CH:32][CH:31]=[CH:30][C:29]=2[F:34])[CH2:24][CH2:23]1. The catalyst is CN(C)C=O. The product is [F:34][C:29]1[CH:30]=[CH:31][CH:32]=[CH:33][C:28]=1[N:25]1[CH2:24][CH2:23][N:22]([CH2:21][CH2:20][N:9]2[C:7](=[O:8])[CH2:6][C:4]3([CH2:5][CH2:1][CH2:2][CH2:3]3)[CH2:12][C:10]2=[O:11])[CH2:27][CH2:26]1. The yield is 0.400. (2) The reactants are [Br:1][C:2]1[CH:7]=[CH:6][C:5]([C:8]2[NH:12][C:11]([C@@H:13]3[CH2:17][CH2:16][C@H:15]([CH3:18])[N:14]3[C:19]([O:21]C(C)(C)C)=O)=[N:10][CH:9]=2)=[CH:4][CH:3]=1.Cl.[CH3:27][O:28][C:29]([NH:31][C@@H:32]([CH:36]([CH3:38])[CH3:37])C(O)=O)=[O:30].CN(C(ON1N=NC2C=CC=NC1=2)=[N+](C)C)C.F[P-](F)(F)(F)(F)F.CCN(C(C)C)C(C)C. The catalyst is C(Cl)Cl.CCOC(C)=O.CN(C=O)C.CO. The product is [Br:1][C:2]1[CH:7]=[CH:6][C:5]([C:8]2[NH:12][C:11]([C@@H:13]3[CH2:17][CH2:16][C@H:15]([CH3:18])[N:14]3[C:19](=[O:21])[C@@H:32]([NH:31][C:29](=[O:30])[O:28][CH3:27])[CH:36]([CH3:38])[CH3:37])=[N:10][CH:9]=2)=[CH:4][CH:3]=1. The yield is 0.790. (3) The reactants are [F:1][C:2]1[CH:7]=[CH:6][C:5]([S:8][CH2:9][CH2:10][CH2:11][C:12]([OH:14])=O)=[CH:4][CH:3]=1.[CH3:15][NH:16][CH2:17][C:18]1[CH:23]=[CH:22][CH:21]=[CH:20][C:19]=1[N:24]1[CH2:29][CH2:28][O:27][CH2:26][CH2:25]1. No catalyst specified. The product is [F:1][C:2]1[CH:3]=[CH:4][C:5]([S:8][CH2:9][CH2:10][CH2:11][C:12]([N:16]([CH3:15])[CH2:17][C:18]2[CH:23]=[CH:22][CH:21]=[CH:20][C:19]=2[N:24]2[CH2:29][CH2:28][O:27][CH2:26][CH2:25]2)=[O:14])=[CH:6][CH:7]=1. The yield is 0.440. (4) The reactants are [H-].[Na+].[C:3]([NH2:12])(=[O:11])[C:4]1[C:5](=[CH:7][CH:8]=[CH:9][CH:10]=1)[OH:6].Cl[C:14]1[C:23]2[C:18](=[CH:19][CH:20]=[C:21]([O:24][CH2:25][CH3:26])[CH:22]=2)[N:17]=[C:16]([C:27]2[CH:28]=[N:29][CH:30]=[CH:31][CH:32]=2)[N:15]=1.O. The catalyst is CN(C=O)C. The product is [CH2:25]([O:24][C:21]1[CH:22]=[C:23]2[C:18](=[CH:19][CH:20]=1)[N:17]=[C:16]([C:27]1[CH:28]=[N:29][CH:30]=[CH:31][CH:32]=1)[N:15]=[C:14]2[O:6][C:5]1[CH:7]=[CH:8][CH:9]=[CH:10][C:4]=1[C:3]([NH2:12])=[O:11])[CH3:26]. The yield is 0.103. (5) The reactants are [CH3:1][O:2][C:3](=[O:13])[C:4]1[CH:9]=[CH:8][C:7]([O:10][CH3:11])=[CH:6][C:5]=1[OH:12].[Al+3].[Cl-:15].[Cl-].[Cl-]. The catalyst is C(S)CCCCCCCCCCC. The product is [CH3:1][O:2][C:3](=[O:13])[C:4]1[CH:9]=[C:8]([Cl:15])[C:7]([O:10][CH3:11])=[CH:6][C:5]=1[OH:12]. The yield is 0.644.